Dataset: Forward reaction prediction with 1.9M reactions from USPTO patents (1976-2016). Task: Predict the product of the given reaction. (1) Given the reactants C(O)(C(F)(F)F)=O.[F:8][C:9]1[CH:10]=[C:11]([NH:17]C(=O)OC(C)(C)C)[CH:12]=[N:13][C:14]=1[O:15][CH3:16], predict the reaction product. The product is: [F:8][C:9]1[CH:10]=[C:11]([NH2:17])[CH:12]=[N:13][C:14]=1[O:15][CH3:16]. (2) Given the reactants [CH3:1][C:2]1[NH:3][C:4]2[C:9]([C:10]=1[C:11]#[N:12])=[CH:8][C:7]([N+:13]([O-:15])=[O:14])=[CH:6][CH:5]=2.CO[CH:18](OC)[N:19]([CH3:21])[CH3:20].[CH3:24]N(C=O)C, predict the reaction product. The product is: [CH3:18][N:19]([CH3:21])/[CH:20]=[CH:1]/[C:2]1[N:3]([CH3:24])[C:4]2[C:9]([C:10]=1[C:11]#[N:12])=[CH:8][C:7]([N+:13]([O-:15])=[O:14])=[CH:6][CH:5]=2. (3) Given the reactants [CH2:1]([O:8][C:9]([NH:11][C@H:12]([C:24]([OH:26])=O)[CH2:13][CH2:14][CH2:15][NH:16][C:17]([O:19][C:20]([CH3:23])([CH3:22])[CH3:21])=[O:18])=[O:10])[C:2]1[CH:7]=[CH:6][CH:5]=[CH:4][CH:3]=1.[NH2:27][CH2:28][CH2:29][CH2:30][C@H:31]([NH:57][C:58](=[O:64])[O:59][C:60]([CH3:63])([CH3:62])[CH3:61])[CH2:32][C:33]([NH:35][CH2:36][C@@H:37]([NH:49][C:50]([O:52][C:53]([CH3:56])([CH3:55])[CH3:54])=[O:51])[CH2:38][CH2:39][CH2:40][NH:41][C:42]([O:44][C:45]([CH3:48])([CH3:47])[CH3:46])=[O:43])=[O:34].C(Cl)CCl.C1C=CC2N(O)N=NC=2C=1, predict the reaction product. The product is: [CH2:1]([O:8][C:9](=[O:10])[NH:11][C@@H:12]([CH2:13][CH2:14][CH2:15][NH:16][C:17]([O:19][C:20]([CH3:21])([CH3:22])[CH3:23])=[O:18])[C:24](=[O:26])[NH:27][CH2:28][CH2:29][CH2:30][C@H:31]([NH:57][C:58]([O:59][C:60]([CH3:63])([CH3:62])[CH3:61])=[O:64])[CH2:32][C:33](=[O:34])[NH:35][CH2:36][C@@H:37]([NH:49][C:50]([O:52][C:53]([CH3:55])([CH3:56])[CH3:54])=[O:51])[CH2:38][CH2:39][CH2:40][NH:41][C:42](=[O:43])[O:44][C:45]([CH3:46])([CH3:47])[CH3:48])[C:2]1[CH:3]=[CH:4][CH:5]=[CH:6][CH:7]=1. (4) Given the reactants [C:1]([O:5][C:6]([N:8]1[CH2:29][CH2:28][N:11]2[C:12](=[O:27])[C:13]3[C:18]([CH:10]2[CH2:9]1)=[CH:17][C:16]([C:19]([CH3:21])=[CH2:20])=[CH:15][C:14]=3[O:22][C:23]([F:26])([F:25])[F:24])=[O:7])([CH3:4])([CH3:3])[CH3:2].[H][H], predict the reaction product. The product is: [C:1]([O:5][C:6]([N:8]1[CH2:29][CH2:28][N:11]2[C:12](=[O:27])[C:13]3[C:18]([CH:10]2[CH2:9]1)=[CH:17][C:16]([CH:19]([CH3:21])[CH3:20])=[CH:15][C:14]=3[O:22][C:23]([F:25])([F:26])[F:24])=[O:7])([CH3:3])([CH3:4])[CH3:2].